Dataset: Full USPTO retrosynthesis dataset with 1.9M reactions from patents (1976-2016). Task: Predict the reactants needed to synthesize the given product. (1) Given the product [CH3:1][C@H:2]1[CH2:7][CH2:6][CH2:5][CH2:4][C@H:3]1[NH:8][CH2:10][CH2:9][CH2:15][S:12]([OH:14])(=[O:13])=[O:11], predict the reactants needed to synthesize it. The reactants are: [CH3:1][CH:2]1[CH2:7][CH2:6][CH2:5][CH2:4][CH:3]1[NH2:8].[CH2:9]1[CH2:15][S:12](=[O:14])(=[O:13])[O:11][CH2:10]1. (2) Given the product [CH3:5][C@@H:4]1[CH2:3][CH2:2][C@@H:13]([CH3:14])[P:12]1[C:6]1[CH:11]=[CH:10][CH:9]=[CH:8][CH:7]=1, predict the reactants needed to synthesize it. The reactants are: [Li][CH2:2][CH2:3][CH2:4][CH3:5].[C:6]1([PH2:12])[CH:11]=[CH:10][CH:9]=[CH:8][CH:7]=1.[CH2:13]1COC[CH2:14]1. (3) Given the product [CH3:15][N:16]1[C:20]2([CH2:24][CH2:23][N:22]([C:2]3[CH:7]=[CH:6][C:5]([N+:8]([O-:10])=[O:9])=[C:4]([O:11][CH:12]([CH3:14])[CH3:13])[CH:3]=3)[CH2:21]2)[CH2:19][CH2:18][CH2:17]1, predict the reactants needed to synthesize it. The reactants are: F[C:2]1[CH:7]=[CH:6][C:5]([N+:8]([O-:10])=[O:9])=[C:4]([O:11][CH:12]([CH3:14])[CH3:13])[CH:3]=1.[CH3:15][N:16]1[C:20]2([CH2:24][CH2:23][NH:22][CH2:21]2)[CH2:19][CH2:18][CH2:17]1.C(=O)([O-])[O-].[K+].[K+]. (4) Given the product [CH3:17][C:18]([CH3:25])([CH2:22][C:21]([NH:12][C:11]1[S:10][C:9]2[CH2:13][CH2:14][CH2:15][CH2:16][C:8]=2[C:7]=1[C:5]1[O:4][N:3]=[C:2]([CH3:1])[N:6]=1)=[O:23])[C:19]([OH:24])=[O:20], predict the reactants needed to synthesize it. The reactants are: [CH3:1][C:2]1[N:6]=[C:5]([C:7]2[C:8]3[CH2:16][CH2:15][CH2:14][CH2:13][C:9]=3[S:10][C:11]=2[NH2:12])[O:4][N:3]=1.[CH3:17][C:18]1([CH3:25])[CH2:22][C:21](=[O:23])[O:20][C:19]1=[O:24]. (5) The reactants are: FC(F)(F)C([O-])=O.[C:8]([CH2:11][N:12]1[C:16]2[CH:17]=[CH:18][CH:19]=[CH:20][C:15]=2[NH+:14]=[CH:13]1)([OH:10])=O.[F:21][C:22]1[CH:23]=[C:24]([CH:26]=[CH:27][C:28]=1[CH3:29])[NH2:25]. Given the product [N:12]1([CH2:11][C:8]([NH:25][C:24]2[CH:26]=[CH:27][C:28]([CH3:29])=[C:22]([F:21])[CH:23]=2)=[O:10])[C:16]2[CH:17]=[CH:18][CH:19]=[CH:20][C:15]=2[N:14]=[CH:13]1, predict the reactants needed to synthesize it.